Dataset: Forward reaction prediction with 1.9M reactions from USPTO patents (1976-2016). Task: Predict the product of the given reaction. (1) Given the reactants [CH3:1][O:2][CH2:3][C:4]1[CH:9]=[C:8]([C:10]2[O:14][N:13]=[C:12]([C:15]3[CH:16]=[C:17]([CH2:21]O)[CH:18]=[CH:19][CH:20]=3)[N:11]=2)[CH:7]=[CH:6][C:5]=1[C:23]1[CH:28]=[CH:27][CH:26]=[CH:25][C:24]=1[CH3:29].C([N:32](C(C)C)[CH:33]([CH3:35])[CH3:34])C.CS(Cl)(=O)=O.C(N)(C)C, predict the reaction product. The product is: [CH3:1][O:2][CH2:3][C:4]1[CH:9]=[C:8]([C:10]2[O:14][N:13]=[C:12]([C:15]3[CH:16]=[C:17]([CH:18]=[CH:19][CH:20]=3)[CH2:21][NH:32][CH:33]([CH3:35])[CH3:34])[N:11]=2)[CH:7]=[CH:6][C:5]=1[C:23]1[CH:28]=[CH:27][CH:26]=[CH:25][C:24]=1[CH3:29]. (2) Given the reactants [CH2:1]([O:8][C:9]1[CH:16]=[CH:15][C:12]([CH:13]=O)=[C:11]([O:17][CH3:18])[CH:10]=1)[C:2]1[CH:7]=[CH:6][CH:5]=[CH:4][CH:3]=1.[C:19]([O:25][CH2:26][CH3:27])(=[O:24])[CH2:20][C:21]([CH3:23])=[O:22].C(O)(=O)C.N1CCCCC1, predict the reaction product. The product is: [CH2:1]([O:8][C:9]1[CH:16]=[CH:15][C:12]([CH:13]=[C:20]([C:21](=[O:22])[CH3:23])[C:19]([O:25][CH2:26][CH3:27])=[O:24])=[C:11]([O:17][CH3:18])[CH:10]=1)[C:2]1[CH:7]=[CH:6][CH:5]=[CH:4][CH:3]=1. (3) Given the reactants [CH3:1][CH:2]1[O:7][CH2:6][CH2:5][N:4]([C:8]2[CH:34]=[CH:33][C:11]3[NH:12][C:13]([C:15]4[C:23]5[C:18](=[CH:19][CH:20]=[C:21]([N+:24]([O-])=O)[CH:22]=5)[N:17]([CH:27]5[CH2:32][CH2:31][CH2:30][CH2:29][O:28]5)[N:16]=4)=[N:14][C:10]=3[CH:9]=2)[CH2:3]1.[H][H], predict the reaction product. The product is: [CH3:1][CH:2]1[CH2:3][N:4]([C:8]2[CH:34]=[CH:33][C:11]3[NH:12][C:13]([C:15]4[C:23]5[C:18](=[CH:19][CH:20]=[C:21]([NH2:24])[CH:22]=5)[N:17]([CH:27]5[CH2:32][CH2:31][CH2:30][CH2:29][O:28]5)[N:16]=4)=[N:14][C:10]=3[CH:9]=2)[CH2:5][CH2:6][O:7]1. (4) Given the reactants [C:1](=[O:4])([O-:3])[O-:2].[NH4+].[NH4+].[N+:7]([O-])([O-])=O.[La+3].[N+:12]([O-])([O-])=O.[N+:16]([O-])([O-])=O, predict the reaction product. The product is: [NH3:7].[C:1](=[O:3])=[O:2].[C:1](=[O:2])([O-:4])[O-:3].[NH4+:12].[NH4+:16]. (5) Given the reactants [CH:1]1([CH2:6][C@H:7]([CH2:25][C:26](=[O:36])[NH:27][O:28][CH2:29][C:30]2[CH:35]=[CH:34][CH:33]=[CH:32][CH:31]=2)[C:8]([N:10]2[C@H:14]([C:15]([NH:17][C:18]3[CH:23]=[CH:22][C:21]([F:24])=[CH:20][N:19]=3)=[O:16])[CH2:13][CH:12]=[N:11]2)=[O:9])[CH2:5][CH2:4][CH2:3][CH2:2]1.ClC1C=C(C(OO)=[O:45])C=CC=1, predict the reaction product. The product is: [CH:1]1([CH2:6][C@H:7]([CH2:25][C:26](=[O:36])[NH:27][O:28][CH2:29][C:30]2[CH:31]=[CH:32][CH:33]=[CH:34][CH:35]=2)[C:8]([N:10]2[C@H:14]([C:15]([NH:17][C:18]3[CH:23]=[CH:22][C:21]([F:24])=[CH:20][N+:19]=3[O-:45])=[O:16])[CH2:13][CH:12]=[N:11]2)=[O:9])[CH2:2][CH2:3][CH2:4][CH2:5]1.